Dataset: Reaction yield outcomes from USPTO patents with 853,638 reactions. Task: Predict the reaction yield, written as a fraction of the theoretical maximum amount of product (1.0 means a 100% yield; for example, 0.34 means a 34% yield). The reactants are [Si]([O:8][CH:9]([C:22]1[O:23][C:24]([C:27]2[CH:32]=[CH:31][CH:30]=[CH:29][C:28]=2[N+:33]([O-:35])=[O:34])=[CH:25][N:26]=1)[CH2:10][CH2:11][CH2:12][CH2:13][CH2:14][CH2:15][C:16]1[CH:21]=[CH:20][CH:19]=[CH:18][CH:17]=1)(C(C)(C)C)(C)C.[Si](OC(C1OC([Sn](CCCC)(CCCC)CCCC)=CN=1)CCCCCCC1C=CC=CC=1)(C(C)(C)C)(C)C.IC1C=CC=CC=1[N+]([O-])=O. No catalyst specified. The product is [N+:33]([C:28]1[CH:29]=[CH:30][CH:31]=[CH:32][C:27]=1[C:24]1[O:23][C:22]([C:9](=[O:8])[CH2:10][CH2:11][CH2:12][CH2:13][CH2:14][CH2:15][C:16]2[CH:17]=[CH:18][CH:19]=[CH:20][CH:21]=2)=[N:26][CH:25]=1)([O-:35])=[O:34]. The yield is 0.970.